Dataset: Reaction yield outcomes from USPTO patents with 853,638 reactions. Task: Predict the reaction yield, written as a fraction of the theoretical maximum amount of product (1.0 means a 100% yield; for example, 0.34 means a 34% yield). The reactants are [C:1]([CH:5]1[CH2:13][C:12]2[C:7](=[CH:8][CH:9]=[CH:10][CH:11]=2)[NH:6]1)([CH3:4])([CH3:3])[CH3:2].C(C1NC2C(C=1)=CC=CC=2)(C)(C)C.[N+:27]([O-])([O-:29])=[O:28].[K+].C([O-])([O-])=O.[Na+].[Na+]. The catalyst is OS(O)(=O)=O. The product is [C:1]([CH:5]1[CH2:13][C:12]2[C:7](=[CH:8][C:9]([N+:27]([O-:29])=[O:28])=[CH:10][CH:11]=2)[NH:6]1)([CH3:4])([CH3:2])[CH3:3]. The yield is 0.320.